From a dataset of Choline transporter screen with 302,306 compounds. Binary Classification. Given a drug SMILES string, predict its activity (active/inactive) in a high-throughput screening assay against a specified biological target. (1) The compound is O=C(N1CCN(CC1)C)C(=O)c1c2c([nH]c1C)cccc2. The result is 0 (inactive). (2) The drug is Brc1c(cc2OCOc2c1)/C=N\NC(=O)C1Oc2c(OC1)cccc2. The result is 0 (inactive). (3) The result is 0 (inactive). The drug is O1c2c(OCC1)ccc(NC(=O)Cn1nc(nn1)c1c(cccc1)C)c2. (4) The molecule is Clc1ccc(NS(=O)(=O)c2cc3OCCOc3cc2)nc1. The result is 0 (inactive). (5) The result is 0 (inactive). The compound is Fc1ccc(CN2C(=O)/C(=C\Nc3c(n(n(c3=O)c3ccccc3)C)C)C(=O)NC2=O)cc1.